The task is: Predict the reactants needed to synthesize the given product.. This data is from Full USPTO retrosynthesis dataset with 1.9M reactions from patents (1976-2016). (1) The reactants are: C([O:5][C:6](=[O:19])[CH2:7][C:8]1[CH:9]=[C:10]2[C:15](=[C:16]([CH3:18])[CH:17]=1)[N:14]=[CH:13][CH:12]=[CH:11]2)(C)(C)C. Given the product [CH3:18][C:16]1[CH:17]=[C:8]([CH2:7][C:6]([OH:19])=[O:5])[CH:9]=[C:10]2[C:15]=1[N:14]=[CH:13][CH:12]=[CH:11]2, predict the reactants needed to synthesize it. (2) Given the product [N:67]([CH:23]([CH2:24][CH:25]=[CH2:26])[CH2:22][C:16]1[CH:21]=[CH:20][CH:19]=[CH:18][C:17]=1[C:13]1[C:8]2[CH:7]=[CH:12][CH:11]=[CH:10][C:9]=2[O:15][N:14]=1)=[N+:68]=[N-:69], predict the reactants needed to synthesize it. The reactants are: OC(CC([C:7]1[CH:12]=[CH:11][CH:10]=[CH:9][C:8]=1[C:13]1[C:17]2[CH:18]=[CH:19][CH:20]=[CH:21][C:16]=2[O:15][N:14]=1)C)C.[C:22]1(P([C:24]2[CH:25]=[CH:26]C=[CH:22][CH:23]=2)[C:24]2[CH:25]=[CH:26]C=[CH:22][CH:23]=2)C=[CH:26][CH:25]=[CH:24][CH:23]=1.N(C(OCC)=O)=NC(OCC)=O.C1(P([N:67]=[N+:68]=[N-:69])(C2C=CC=CC=2)=O)C=CC=CC=1. (3) Given the product [CH3:1][O:2][C:3](=[O:30])[C:4]1[CH:16]=[C:15]([C:32]([C:33]2[CH:34]=[N:35][CH:36]=[CH:37][CH:38]=2)=[O:39])[CH:14]=[C:6]([C:7]([N:9]([CH3:13])[CH2:10][CH2:11][CH3:12])=[O:8])[CH:5]=1, predict the reactants needed to synthesize it. The reactants are: [CH3:1][O:2][C:3](=[O:30])[C:4]1[CH:16]=[C:15]([Sn](CCCC)(CCCC)CCCC)[CH:14]=[C:6]([C:7]([N:9]([CH3:13])[CH2:10][CH2:11][CH3:12])=[O:8])[CH:5]=1.Cl.[C:32](Cl)(=[O:39])[C:33]1[CH:38]=[CH:37][CH:36]=[N:35][CH:34]=1.C(P(C(C)(C)C)C1C=CC=CC=1C1C=CC=CC=1)(C)(C)C. (4) Given the product [NH2:34][C:2]1[C:3]([S:8]([NH:11][C:12]([C:14]2[C:15]([N:26]3[CH2:31][CH2:30][CH:29]([CH3:32])[CH2:28][CH2:27]3)=[N:16][C:17]3[C:18]([CH3:25])([CH3:24])[CH2:19][CH2:20][CH2:21][C:22]=3[CH:23]=2)=[O:13])(=[O:10])=[O:9])=[N:4][CH:5]=[CH:6][N:7]=1, predict the reactants needed to synthesize it. The reactants are: Cl[C:2]1[C:3]([S:8]([NH:11][C:12]([C:14]2[C:15]([N:26]3[CH2:31][CH2:30][CH:29]([CH3:32])[CH2:28][CH2:27]3)=[N:16][C:17]3[C:18]([CH3:25])([CH3:24])[CH2:19][CH2:20][CH2:21][C:22]=3[CH:23]=2)=[O:13])(=[O:10])=[O:9])=[N:4][CH:5]=[CH:6][N:7]=1.[OH-].[NH4+:34]. (5) Given the product [CH3:15][N:7]1[CH:6]=[CH:5][C:4]2[C:9](=[CH:10][CH:11]=[C:2]([F:1])[CH:3]=2)[C:8]1=[O:12], predict the reactants needed to synthesize it. The reactants are: [F:1][C:2]1[CH:3]=[C:4]2[C:9](=[CH:10][CH:11]=1)[C:8](=[O:12])[NH:7][CH:6]=[CH:5]2.[H-].[Na+].[CH3:15]I.Cl. (6) Given the product [NH:1]1[C:4]2[C:12](=[CH:11][CH:10]=[CH:9][C:5]=2[CH2:6][CH2:7][OH:8])[CH:15]=[CH:14]1, predict the reactants needed to synthesize it. The reactants are: [N+:1]([C:4]1[CH:12]=[CH:11][CH:10]=[CH:9][C:5]=1[CH2:6][CH2:7][OH:8])([O-])=O.O1CC[CH2:15][CH2:14]1. (7) Given the product [Br:1][C:2]1[CH:3]=[CH:4][C:5]([NH:10][CH3:9])=[N:6][CH:7]=1, predict the reactants needed to synthesize it. The reactants are: [Br:1][C:2]1[CH:3]=[CH:4][C:5](F)=[N:6][CH:7]=1.[CH3:9][NH2:10].O.